Dataset: Reaction yield outcomes from USPTO patents with 853,638 reactions. Task: Predict the reaction yield, written as a fraction of the theoretical maximum amount of product (1.0 means a 100% yield; for example, 0.34 means a 34% yield). (1) The reactants are F[C:2]1[CH:3]=[C:4]([CH:7]=[C:8]([F:10])[CH:9]=1)[C:5]#[N:6].[OH:11][C:12]1[CH:13]=[N:14][CH:15]=[N:16][CH:17]=1.C([O-])([O-])=O.[K+].[K+]. The catalyst is CN(C=O)C. The product is [F:10][C:8]1[CH:7]=[C:4]([CH:3]=[C:2]([O:11][C:12]2[CH:13]=[N:14][CH:15]=[N:16][CH:17]=2)[CH:9]=1)[C:5]#[N:6]. The yield is 0.480. (2) The reactants are Cl.[CH3:2][NH:3][O:4][CH3:5].[Cl:6][C:7]1[CH:25]=[C:24]([C:26]([F:29])([F:28])[F:27])[CH:23]=[CH:22][C:8]=1[CH2:9][N:10]1[C:14]([C:15](O)=[O:16])=[CH:13][C:12]([O:18][CH2:19][O:20][CH3:21])=[N:11]1.Cl.C(N=C=NCCCN(C)C)C.O.ON1C2C=CC=CC=2N=N1. The catalyst is CN(C)C=O.C(N(CC)CC)C. The product is [Cl:6][C:7]1[CH:25]=[C:24]([C:26]([F:29])([F:28])[F:27])[CH:23]=[CH:22][C:8]=1[CH2:9][N:10]1[C:14]([C:15]([N:3]([O:4][CH3:5])[CH3:2])=[O:16])=[CH:13][C:12]([O:18][CH2:19][O:20][CH3:21])=[N:11]1. The yield is 0.930. (3) The product is [NH2:8][C@@H:9]1[C@H:14]([NH:15][C:16]2[N:21]=[C:20]([C:22]3[S:23][CH:24]=[CH:25][CH:26]=3)[C:19]3[C:27](=[O:37])[NH:28][CH2:29][C:18]=3[C:17]=2[F:38])[CH2:13][CH2:12][O:11][CH2:10]1. The yield is 0.850. The catalyst is C(O)(C(F)(F)F)=O.C(Cl)Cl. The reactants are C(OC([NH:8][C@@H:9]1[C@H:14]([NH:15][C:16]2[N:21]=[C:20]([C:22]3[S:23][CH:24]=[CH:25][CH:26]=3)[C:19]3[C:27](=[O:37])[N:28](C(OC(C)(C)C)=O)[CH2:29][C:18]=3[C:17]=2[F:38])[CH2:13][CH2:12][O:11][CH2:10]1)=O)(C)(C)C. (4) The reactants are C(OC([N:11]1[CH2:16][CH:15]=[C:14]([C:17]2[C:26]3[C:21](=[CH:22][CH:23]=[CH:24][CH:25]=3)[N:20]=[CH:19][N:18]=2)[CH2:13][CH2:12]1)=O)C1C=CC=CC=1. The catalyst is CO.[Pd]. The product is [NH:11]1[CH2:12][CH:13]=[C:14]([C:17]2[C:26]3[C:21](=[CH:22][CH:23]=[CH:24][CH:25]=3)[N:20]=[CH:19][N:18]=2)[CH2:15][CH2:16]1. The yield is 0.640.